Task: Predict which catalyst facilitates the given reaction.. Dataset: Catalyst prediction with 721,799 reactions and 888 catalyst types from USPTO (1) Reactant: [CH3:1][CH2:2][O:3][C:4]([C:6]1[CH:11]([C:12]2[CH:13]=[CH:14][CH:15]=[CH:16][C:17]=2[Cl:18])[C:10]([C:19]([O:21][CH3:22])=[O:20])=[C:9]([CH3:23])[NH:8][C:7]=1[CH2:24][O:25][CH2:26][CH2:27][NH2:28])=[O:5].[C@:29]12([CH2:39][S:40]([OH:43])(=[O:42])=[O:41])[C:36]([CH3:38])([CH3:37])[CH:33]([CH2:34][CH2:35]1)[CH2:32][C:30]2=[O:31]. Product: [CH3:1][CH2:2][O:3][C:4]([C:6]1[CH:11]([C:12]2[C:17]([Cl:18])=[CH:16][CH:15]=[CH:14][CH:13]=2)[C:10]([C:19]([O:21][CH3:22])=[O:20])=[C:9]([CH3:23])[NH:8][C:7]=1[CH2:24][O:25][CH2:26][CH2:27][NH2:28])=[O:5].[CH3:37][C:36]1([CH3:38])[C@:29]2([CH2:39][S:40]([OH:43])(=[O:42])=[O:41])[C:30]([CH2:32][C@H:33]1[CH2:34][CH2:35]2)=[O:31]. The catalyst class is: 5. (2) Reactant: C(OC(=O)[NH:7][CH:8]1[CH2:13][CH2:12][CH:11]([NH:14][C:15]2[C:16]3[N:17]([C:21]([C:24]4[CH:29]=[CH:28][N:27]=[C:26]([NH:30][CH2:31][C:32]5[CH:37]=[CH:36][CH:35]=[C:34]([Cl:38])[CH:33]=5)[N:25]=4)=[CH:22][N:23]=3)[CH:18]=[CH:19][N:20]=2)[CH2:10][CH2:9]1)(C)(C)C.Cl. Product: [Cl:38][C:34]1[CH:33]=[C:32]([CH:37]=[CH:36][CH:35]=1)[CH2:31][NH:30][C:26]1[N:25]=[C:24]([C:21]2[N:17]3[CH:18]=[CH:19][N:20]=[C:15]([NH:14][CH:11]4[CH2:10][CH2:9][CH:8]([NH2:7])[CH2:13][CH2:12]4)[C:16]3=[N:23][CH:22]=2)[CH:29]=[CH:28][N:27]=1. The catalyst class is: 8. (3) Reactant: Cl.[I:2][C:3]1[CH:4]=[C:5]2[C:10]3=[C:11]([C:13](=[O:21])[C:14]([C:16]([O:18]CC)=[O:17])=[CH:15][N:9]3[N:8]([CH3:22])[CH2:7][C:6]2(C(OC(C)(C)C)=O)C(OC(C)(C)C)=O)[CH:12]=1. Product: [I:2][C:3]1[CH:4]=[C:5]2[C:10]3=[C:11]([C:13](=[O:21])[C:14]([C:16]([OH:18])=[O:17])=[CH:15][N:9]3[N:8]([CH3:22])[CH2:7][CH2:6]2)[CH:12]=1. The catalyst class is: 15. (4) Reactant: [OH:1][CH2:2][C:3]1[CH2:4][C@H:5]2[C@@:10]([CH3:12])([CH:11]=1)[C@H:9]([CH3:13])[CH2:8][C:7](=[O:14])[CH2:6]2.N.[Li].C(OCC)(=O)C. Product: [OH:1][CH2:2][C:3]1[CH2:4][C@H:5]2[C@@:10]([CH3:12])([CH:11]=1)[C@H:9]([CH3:13])[CH2:8][C@H:7]([OH:14])[CH2:6]2. The catalyst class is: 1. (5) Reactant: [C:1]12([CH2:11][NH:12][C:13]([C:15]3[C:20]([Cl:21])=[CH:19][N:18]=[C:17]([C:22]#[C:23][CH2:24][N:25]([CH2:33][CH3:34])C(=O)OC(C)(C)C)[CH:16]=3)=[O:14])[CH2:10][CH:5]3[CH2:6][CH:7]([CH2:9][CH:3]([CH2:4]3)[CH2:2]1)[CH2:8]2. Product: [ClH:21].[C:1]12([CH2:11][NH:12][C:13](=[O:14])[C:15]3[C:20]([Cl:21])=[CH:19][N:18]=[C:17]([CH2:22][CH2:23][CH2:24][NH:25][CH2:33][CH3:34])[CH:16]=3)[CH2:2][CH:3]3[CH2:4][CH:5]([CH2:6][CH:7]([CH2:9]3)[CH2:8]1)[CH2:10]2. The catalyst class is: 74.